This data is from Peptide-MHC class I binding affinity with 185,985 pairs from IEDB/IMGT. The task is: Regression. Given a peptide amino acid sequence and an MHC pseudo amino acid sequence, predict their binding affinity value. This is MHC class I binding data. (1) The binding affinity (normalized) is 0.181. The peptide sequence is IRQVLFLEKIE. The MHC is Mamu-B03 with pseudo-sequence Mamu-B03. (2) The peptide sequence is ELTTVFIKY. The MHC is HLA-A31:01 with pseudo-sequence HLA-A31:01. The binding affinity (normalized) is 0.306.